This data is from Full USPTO retrosynthesis dataset with 1.9M reactions from patents (1976-2016). The task is: Predict the reactants needed to synthesize the given product. Given the product [I:24][C:21]1[C:15]2[C:16](=[N:17][CH:18]=[C:13]([C:5]3[CH:6]=[C:7]([O:11][CH3:12])[C:8]([O:9][CH3:10])=[C:3]([O:2][CH3:1])[CH:4]=3)[N:14]=2)[NH:19][CH:20]=1, predict the reactants needed to synthesize it. The reactants are: [CH3:1][O:2][C:3]1[CH:4]=[C:5]([C:13]2[N:14]=[C:15]3[CH:21]=[CH:20][NH:19][C:16]3=[N:17][CH:18]=2)[CH:6]=[C:7]([O:11][CH3:12])[C:8]=1[O:9][CH3:10].[OH-].[K+].[I:24]I.S([O-])([O-])(=O)=S.[Na+].[Na+].